The task is: Predict the reactants needed to synthesize the given product.. This data is from Full USPTO retrosynthesis dataset with 1.9M reactions from patents (1976-2016). (1) Given the product [C:1]([NH:5][C:6]([NH:11][CH:8]([CH3:10])[CH3:9])=[S:7])([CH3:4])([CH3:3])[CH3:2], predict the reactants needed to synthesize it. The reactants are: [C:1]([N:5]=[C:6]=[S:7])([CH3:4])([CH3:3])[CH3:2].[CH:8]([NH2:11])([CH3:10])[CH3:9]. (2) Given the product [CH2:1]([O:3][C:4]([NH:6][C:7]1[CH:8]=[C:9]([CH2:13][CH2:14][S:20][CH2:21][C:22]([OH:24])=[O:23])[CH:10]=[CH:11][CH:12]=1)=[O:5])[CH3:2], predict the reactants needed to synthesize it. The reactants are: [CH2:1]([O:3][C:4]([NH:6][C:7]1[CH:8]=[C:9]([CH2:13][CH2:14]OS(C)(=O)=O)[CH:10]=[CH:11][CH:12]=1)=[O:5])[CH3:2].[SH:20][CH2:21][C:22]([OH:24])=[O:23].C(N(CC)CC)C.[Na+].[I-]. (3) Given the product [CH3:23][C:17]1[CH:16]=[C:15]([O:1][CH:2]2[CH2:7][CH2:6][NH:5][CH2:4][CH2:3]2)[CH:22]=[CH:21][C:18]=1[C:19]#[N:20], predict the reactants needed to synthesize it. The reactants are: [OH:1][CH:2]1[CH2:7][CH2:6][NH:5][CH2:4][CH2:3]1.CC([O-])(C)C.[K+].F[C:15]1[CH:22]=[CH:21][C:18]([C:19]#[N:20])=[C:17]([CH3:23])[CH:16]=1. (4) Given the product [CH3:13][C:10]1[S:9][C:8]2[CH:7]([CH2:14][CH2:15][O:16][S:25]([C:24]([F:37])([F:36])[F:23])(=[O:27])=[O:26])[C:5]3[S:6][C:2]([CH3:1])=[CH:3][C:4]=3[C:12]=2[CH:11]=1, predict the reactants needed to synthesize it. The reactants are: [CH3:1][CH:2]1[S:6][C:5]2=[C:7]([CH2:14][CH2:15][OH:16])[C:8]3[S:9][C:10]([CH3:13])=[CH:11][C:12]=3[C:4]2=[CH:3]1.N1C=CC=CC=1.[F:23][C:24]([F:37])([F:36])[S:25](O[S:25]([C:24]([F:37])([F:36])[F:23])(=[O:27])=[O:26])(=[O:27])=[O:26]. (5) Given the product [Cl:18][C:19]1[CH:24]=[C:23]([Cl:25])[CH:22]=[CH:21][C:20]=1[C:2]1[C:10]2[N:9]3[CH2:11][CH2:12][NH:13][C:14](=[O:15])[C:8]3=[C:7]([CH3:16])[C:6]=2[CH:5]=[C:4]([F:17])[CH:3]=1, predict the reactants needed to synthesize it. The reactants are: Br[C:2]1[C:10]2[N:9]3[CH2:11][CH2:12][NH:13][C:14](=[O:15])[C:8]3=[C:7]([CH3:16])[C:6]=2[CH:5]=[C:4]([F:17])[CH:3]=1.[Cl:18][C:19]1[CH:24]=[C:23]([Cl:25])[CH:22]=[CH:21][C:20]=1B(O)O. (6) Given the product [C:1]([NH:4][CH2:5][CH2:6][CH2:7][N:8]1[C:12]([CH2:13][NH:31][S:42]([C:39]2[CH:40]=[CH:41][C:36]([CH3:46])=[CH:37][CH:38]=2)(=[O:44])=[O:43])=[CH:11][S:10][C:9]1=[N:16][C:17](=[O:28])[C:18]1[CH:23]=[CH:22][C:21]([O:24][CH3:25])=[CH:20][C:19]=1[O:26][CH3:27])(=[O:3])[CH3:2], predict the reactants needed to synthesize it. The reactants are: [C:1]([NH:4][CH2:5][CH2:6][CH2:7][N:8]1[C:12]([CH2:13]CN)=[CH:11][S:10][C:9]1=[N:16][C:17](=[O:28])[C:18]1[CH:23]=[CH:22][C:21]([O:24][CH3:25])=[CH:20][C:19]=1[O:26][CH3:27])(=[O:3])[CH3:2].C([N:31](CC)CC)C.[C:36]1([CH3:46])[CH:41]=[CH:40][C:39]([S:42](Cl)(=[O:44])=[O:43])=[CH:38][CH:37]=1.C(O)(=O)CC(CC(O)=O)(C(O)=O)O. (7) Given the product [CH3:1][O:26][C:25]([C:21]1[C:22]2[C:17](=[N:16][C:15]3[C:24]([N:23]=2)=[C:11]2[CH:10]=[CH:9][CH:8]=[C:7]([O:6][CH3:5])[C:12]2=[CH:13][CH:14]=3)[CH:18]=[CH:19][CH:20]=1)=[O:27], predict the reactants needed to synthesize it. The reactants are: [C:1](Cl)(=O)C.[CH3:5][O:6][C:7]1[C:12]2=[CH:13][CH:14]=[C:15]3[C:24]([N:23]=[C:22]4[C:17]([CH:18]=[CH:19][CH:20]=[C:21]4[C:25]([OH:27])=[O:26])=[N:16]3)=[C:11]2[CH:10]=[CH:9][CH:8]=1. (8) Given the product [CH:1]1([S:4]([C:7]2[CH:8]=[CH:9][C:10]([CH:13]([CH2:18][CH:19]3[CH2:24][CH2:23][O:22][CH2:21][CH2:20]3)[C:14](=[O:17])[CH2:15][CH2:16][C:34]([C:32]3[S:33][C:29]([CH:27]([OH:28])[C:26]([F:36])([F:25])[F:37])=[CH:30][N:31]=3)=[O:35])=[CH:11][CH:12]=2)(=[O:6])=[O:5])[CH2:3][CH2:2]1, predict the reactants needed to synthesize it. The reactants are: [CH:1]1([S:4]([C:7]2[CH:12]=[CH:11][C:10]([CH:13]([CH2:18][CH:19]3[CH2:24][CH2:23][O:22][CH2:21][CH2:20]3)[C:14](=[O:17])[CH:15]=[CH2:16])=[CH:9][CH:8]=2)(=[O:6])=[O:5])[CH2:3][CH2:2]1.[F:25][C:26]([F:37])([F:36])[CH:27]([C:29]1[S:33][C:32]([CH:34]=[O:35])=[N:31][CH:30]=1)[OH:28].C(N(CC)CC)C.O1CCCC1.